Dataset: Catalyst prediction with 721,799 reactions and 888 catalyst types from USPTO. Task: Predict which catalyst facilitates the given reaction. (1) Reactant: [NH2:1][C:2]1[C:3]([I:16])=[C:4]([C:13](Cl)=[O:14])[C:5]([I:12])=[C:6]([C:10]=1[I:11])[C:7](Cl)=[O:8].[CH2:17]([NH2:20])[CH:18]=[CH2:19]. Product: [CH2:17]([NH:20][C:13](=[O:14])[C:4]1[C:3]([I:16])=[C:2]([NH2:1])[C:10]([I:11])=[C:6]([C:7]([NH:1][CH2:2][CH:10]=[CH2:6])=[O:8])[C:5]=1[I:12])[CH:18]=[CH2:19]. The catalyst class is: 4. (2) Reactant: [Br:1][C:2]1[CH:9]=[CH:8][C:7](I)=[CH:6][C:3]=1[C:4]#[N:5].[CH:11](=[O:15])[CH2:12][CH2:13][CH3:14].[Cl-].[NH4+]. Product: [Br:1][C:2]1[CH:9]=[CH:8][C:7]([CH:11]([OH:15])[CH2:12][CH2:13][CH3:14])=[CH:6][C:3]=1[C:4]#[N:5]. The catalyst class is: 1. (3) Reactant: [F:1][C:2]([C:7]1[CH:12]=[CH:11][C:10]([O:13][S:14]([C:17]([F:20])([F:19])[F:18])(=[O:16])=[O:15])=[CH:9][CH:8]=1)([CH3:6])[C:3]([OH:5])=O.Cl.[CH3:22][O:23][NH2:24]. Product: [F:18][C:17]([F:20])([F:19])[S:14]([O:13][C:10]1[CH:11]=[CH:12][C:7]([C:2]([F:1])([CH3:6])[C:3]([NH:24][O:23][CH3:22])=[O:5])=[CH:8][CH:9]=1)(=[O:16])=[O:15]. The catalyst class is: 309. (4) Reactant: [Cl-].[OH:2][CH2:3][CH:4]([NH3+])[C:5]([O:7][CH3:8])=[O:6].C([O-])(O)=O.[Na+].[CH3:27][C:26]([O:25][C:23](O[C:23]([O:25][C:26]([CH3:29])([CH3:28])[CH3:27])=[O:24])=[O:24])([CH3:29])[CH3:28]. Product: [C:26]([O:25][C:23]([CH:4]([CH2:3][OH:2])[C:5]([O:7][CH3:8])=[O:6])=[O:24])([CH3:27])([CH3:28])[CH3:29]. The catalyst class is: 5. (5) Product: [C:22]([O:21][C:19]([NH:10][C@H:9]([C:11]([OH:13])=[O:12])[CH2:8][C:7]1[C:14]2[C:4](=[CH:3][C:2]([F:1])=[CH:16][CH:15]=2)[NH:5][CH:6]=1)=[O:20])([CH3:25])([CH3:24])[CH3:23]. Reactant: [F:1][C:2]1[CH:3]=[C:4]2[C:14](=[CH:15][CH:16]=1)[C:7]([CH2:8][CH:9]([C:11]([OH:13])=[O:12])[NH2:10])=[CH:6][NH:5]2.[OH-].[Na+].[C:19](O[C:19]([O:21][C:22]([CH3:25])([CH3:24])[CH3:23])=[O:20])([O:21][C:22]([CH3:25])([CH3:24])[CH3:23])=[O:20].Cl. The catalyst class is: 12. (6) Reactant: [CH3:1][C:2]1[C:10]2[C:9](=[O:11])[N:8]([CH:12]3[CH2:17][CH2:16][N:15]([CH3:18])[CH2:14][CH2:13]3)[C:7](=O)[C:6]=2[CH:5]=[C:4]2[NH:20][C:21]([C:23]3[C:24](=[O:43])[NH:25][CH:26]=[CH:27][C:28]=3[NH:29][CH:30]([CH3:42])[CH2:31][C:32]3[C:37]([F:38])=[C:36]([F:39])[CH:35]=[C:34]([F:40])[C:33]=3[F:41])=[N:22][C:3]=12. Product: [CH3:1][C:2]1[C:10]2[C:9](=[O:11])[N:8]([CH:12]3[CH2:13][CH2:14][N:15]([CH3:18])[CH2:16][CH2:17]3)[CH2:7][C:6]=2[CH:5]=[C:4]2[NH:20][C:21]([C:23]3[C:24](=[O:43])[NH:25][CH:26]=[CH:27][C:28]=3[NH:29][CH:30]([CH3:42])[CH2:31][C:32]3[C:33]([F:41])=[C:34]([F:40])[CH:35]=[C:36]([F:39])[C:37]=3[F:38])=[N:22][C:3]=12. The catalyst class is: 763.